Dataset: Experimentally validated miRNA-target interactions with 360,000+ pairs, plus equal number of negative samples. Task: Binary Classification. Given a miRNA mature sequence and a target amino acid sequence, predict their likelihood of interaction. The miRNA is cel-miR-800-3p with sequence GCCAAACUCGGAAAUUGUCUGC. The protein sequence of the target gene is MEEEEGAAAREWGATPAGPVWTAVFDYEAVGDEELTLRRGDRVQVLSQDCAVSGDEGWWTGQLPSGRVGVFPSNYVAPAAPAAPSDLQLPQEIPFHELQLEEIIGVGGFGKVYRAVWRGEEVAVKAARLDPERDPAVTAEQVRQEARLFGALQHPNIIALRGACLSPPNLCLVMEYARGGALSRVLAGRRVPPHVLVNWAVQVARGMNYLHNDAPVPIIHRDLKSINILILEAIENHNLADTVLKITDFGLAREWHKTTKMSAAGTYAWMAPEVIRLSLFSKSSDVWSFGVLLWELLTGE.... Result: 0 (no interaction).